This data is from Reaction yield outcomes from USPTO patents with 853,638 reactions. The task is: Predict the reaction yield, written as a fraction of the theoretical maximum amount of product (1.0 means a 100% yield; for example, 0.34 means a 34% yield). (1) The reactants are Cl.[CH3:2][C:3]([N:8]1[CH:12]=[N:11][CH:10]=[N:9]1)([CH3:7])[C:4]([OH:6])=O.[NH2:13][C@@H:14]([CH2:32][O:33][CH2:34][C:35]1[CH:40]=[CH:39][CH:38]=[CH:37][CH:36]=1)[C:15]([NH:17][C:18]1[CH:23]=[CH:22][C:21]([O:24][C:25]2[CH:30]=[CH:29][C:28]([F:31])=[CH:27][CH:26]=2)=[CH:20][CH:19]=1)=[O:16]. No catalyst specified. The product is [CH2:34]([O:33][CH2:32][C@H:14]([NH:13][C:4](=[O:6])[C:3]([CH3:2])([N:8]1[CH:12]=[N:11][CH:10]=[N:9]1)[CH3:7])[C:15]([NH:17][C:18]1[CH:23]=[CH:22][C:21]([O:24][C:25]2[CH:30]=[CH:29][C:28]([F:31])=[CH:27][CH:26]=2)=[CH:20][CH:19]=1)=[O:16])[C:35]1[CH:40]=[CH:39][CH:38]=[CH:37][CH:36]=1. The yield is 0.360. (2) The catalyst is C1(C)C=CC=CC=1.CN(C=O)C.CC([O-])=O.CC([O-])=O.[Pd+2]. The reactants are Br[C:2]1[CH:3]=[CH:4][C:5]2[C:11]3[S:12][C:13]([C:15]([N:17]([C:19]4[CH:24]=[C:23]([C:25](=[O:31])[NH:26][CH2:27][C@@H:28]([OH:30])[CH3:29])[CH:22]=[CH:21][C:20]=4[Cl:32])[CH3:18])=[O:16])=[CH:14][C:10]=3[CH2:9][CH2:8][O:7][C:6]=2[CH:33]=1.CC1(C)C2[C:56](=C(P(C3C=CC=CC=3)C3C=CC=CC=3)C=CC=2)[O:55]C2C(P(C3C=CC=CC=3)C3C=CC=CC=3)=CC=CC1=2.[CH3:76][NH2:77].Cl.C([O-])([O-])=O.[Na+].[Na+]. The product is [Cl:32][C:20]1[CH:21]=[CH:22][C:23]([C:25](=[O:31])[NH:26][CH2:27][C@@H:28]([OH:30])[CH3:29])=[CH:24][C:19]=1[N:17]([CH3:18])[C:15]([C:13]1[S:12][C:11]2[C:5]3[CH:4]=[CH:3][C:2]([C:56]([NH:77][CH3:76])=[O:55])=[CH:33][C:6]=3[O:7][CH2:8][CH2:9][C:10]=2[CH:14]=1)=[O:16]. The yield is 0.300. (3) The reactants are [I-].[Li+].[CH2:3]([O:7][C:8]1[CH:13]=[CH:12][C:11]([S:14]([N:17]2[C@H:22]([CH3:23])[CH2:21][S:20][C:19]([CH3:25])([CH3:24])[C@@H:18]2[C:26]([O:28]C)=[O:27])(=[O:16])=[O:15])=[CH:10][CH:9]=1)[C:4]#[C:5][CH3:6]. No catalyst specified. The product is [CH2:3]([O:7][C:8]1[CH:13]=[CH:12][C:11]([S:14]([N:17]2[C@H:22]([CH3:23])[CH2:21][S:20][C:19]([CH3:24])([CH3:25])[C@@H:18]2[C:26]([OH:28])=[O:27])(=[O:15])=[O:16])=[CH:10][CH:9]=1)[C:4]#[C:5][CH3:6]. The yield is 0.940. (4) The reactants are [CH3:1][C:2]([O:4][C:5]1[CH:6]=[CH:7][CH:8]=[CH:9][C:10]=1[C:11]([OH:13])=[O:12])=[O:3].O[C:15]1[C:23]2N=N[NH:20][C:19]=2[CH:18]=[CH:17][CH:16]=1.C1CCC(N=C=NC2CCCCC2)CC1.OC1C=CC(C2S[S:49][C:48](=S)C=2)=CC=1. The yield is 0.0700. The catalyst is CN(C)C=O.C(OCC)(=O)C. The product is [C:2]([O:4][C:5]1[CH:6]=[CH:7][CH:8]=[CH:9][C:10]=1[C:11]([O:13][C:16]1[CH:17]=[CH:18][C:19]([N:20]=[C:48]=[S:49])=[CH:23][CH:15]=1)=[O:12])(=[O:3])[CH3:1]. (5) The reactants are C([O:4][C@@H:5]1[CH2:9][C:8](=O)[N:7]([C@@H:11]2[CH2:16][CH2:15][CH2:14][CH2:13][C@H:12]2[O:17][CH2:18][CH2:19][C:20]2[CH:25]=[CH:24][C:23]([O:26][CH3:27])=[C:22]([O:28][CH2:29][C:30]3[CH:35]=[CH:34][CH:33]=[CH:32][CH:31]=3)[CH:21]=2)[C:6]1=O)(=O)C.Cl. The catalyst is C1COCC1. The product is [CH2:29]([O:28][C:22]1[CH:21]=[C:20]([CH2:19][CH2:18][O:17][C@@H:12]2[CH2:13][CH2:14][CH2:15][CH2:16][C@H:11]2[N:7]2[CH2:8][CH2:9][C@@H:5]([OH:4])[CH2:6]2)[CH:25]=[CH:24][C:23]=1[O:26][CH3:27])[C:30]1[CH:31]=[CH:32][CH:33]=[CH:34][CH:35]=1. The yield is 0.890. (6) The reactants are [N:1]1[CH:6]=[CH:5][C:4]([C:7]2[O:8][C:9]3([CH2:16][CH2:15][CH2:14][CH2:13]3)[C:10](=[O:12])[CH:11]=2)=[CH:3][CH:2]=1.C1C(=O)N([Br:24])C(=O)C1. The catalyst is C(Cl)(Cl)Cl.C(Cl)Cl. The product is [Br:24][C:11]1[C:10](=[O:12])[C:9]2([CH2:16][CH2:15][CH2:14][CH2:13]2)[O:8][C:7]=1[C:4]1[CH:5]=[CH:6][N:1]=[CH:2][CH:3]=1. The yield is 0.400. (7) The reactants are C(N(CC)CC)C.[NH:8]1[C:16]2[C:11](=[CH:12][CH:13]=[CH:14][CH:15]=2)[C:10](=[O:17])[C:9]1=[O:18].[S:19]1[CH:23]=[CH:22][C:21](B(O)O)=[CH:20]1. The catalyst is C(Cl)Cl.C([O-])(=O)C.[Cu+2].C([O-])(=O)C. The product is [S:19]1[CH:23]=[CH:22][C:21]([N:8]2[C:16]3[C:11](=[CH:12][CH:13]=[CH:14][CH:15]=3)[C:10](=[O:17])[C:9]2=[O:18])=[CH:20]1. The yield is 0.500. (8) The reactants are CN1CCOCC1.[Br:8][C:9]1[CH:14]=[CH:13][C:12]([C:15](=[O:33])[CH2:16][NH:17][C:18]([CH2:20][N:21]([CH2:29][C:30](O)=[O:31])[C:22]([O:24][C:25]([CH3:28])([CH3:27])[CH3:26])=[O:23])=[O:19])=[CH:11][CH:10]=1.CN(C(ON1N=NC2C=CC=NC1=2)=[N+](C)C)C.F[P-](F)(F)(F)(F)F.Cl.[CH3:59][O:60][C:61](=[O:67])[C@@H:62]([CH:64]([CH3:66])[CH3:65])[NH2:63]. The catalyst is CN(C)C=O. The product is [CH3:59][O:60][C:61](=[O:67])[CH:62]([NH:63][C:30](=[O:31])[CH2:29][N:21]([CH2:20][C:18](=[O:19])[NH:17][CH2:16][C:15]([C:12]1[CH:13]=[CH:14][C:9]([Br:8])=[CH:10][CH:11]=1)=[O:33])[C:22]([O:24][C:25]([CH3:27])([CH3:28])[CH3:26])=[O:23])[CH:64]([CH3:66])[CH3:65]. The yield is 0.870.